Regression. Given two drug SMILES strings and cell line genomic features, predict the synergy score measuring deviation from expected non-interaction effect. From a dataset of NCI-60 drug combinations with 297,098 pairs across 59 cell lines. (1) Drug 1: CNC(=O)C1=NC=CC(=C1)OC2=CC=C(C=C2)NC(=O)NC3=CC(=C(C=C3)Cl)C(F)(F)F. Drug 2: B(C(CC(C)C)NC(=O)C(CC1=CC=CC=C1)NC(=O)C2=NC=CN=C2)(O)O. Cell line: HCC-2998. Synergy scores: CSS=33.9, Synergy_ZIP=7.91, Synergy_Bliss=8.88, Synergy_Loewe=-44.3, Synergy_HSA=-2.78. (2) Drug 1: CC(C1=C(C=CC(=C1Cl)F)Cl)OC2=C(N=CC(=C2)C3=CN(N=C3)C4CCNCC4)N. Drug 2: CC1CCC2CC(C(=CC=CC=CC(CC(C(=O)C(C(C(=CC(C(=O)CC(OC(=O)C3CCCCN3C(=O)C(=O)C1(O2)O)C(C)CC4CCC(C(C4)OC)OCCO)C)C)O)OC)C)C)C)OC. Cell line: SN12C. Synergy scores: CSS=20.3, Synergy_ZIP=-6.52, Synergy_Bliss=-2.97, Synergy_Loewe=-0.757, Synergy_HSA=-0.0881. (3) Drug 1: CNC(=O)C1=NC=CC(=C1)OC2=CC=C(C=C2)NC(=O)NC3=CC(=C(C=C3)Cl)C(F)(F)F. Drug 2: C1=NNC2=C1C(=O)NC=N2. Cell line: DU-145. Synergy scores: CSS=9.26, Synergy_ZIP=-0.308, Synergy_Bliss=0.994, Synergy_Loewe=1.12, Synergy_HSA=1.15. (4) Drug 1: C1C(C(OC1N2C=C(C(=O)NC2=O)F)CO)O. Drug 2: CCC1(CC2CC(C3=C(CCN(C2)C1)C4=CC=CC=C4N3)(C5=C(C=C6C(=C5)C78CCN9C7C(C=CC9)(C(C(C8N6C)(C(=O)OC)O)OC(=O)C)CC)OC)C(=O)OC)O.OS(=O)(=O)O. Cell line: SK-OV-3. Synergy scores: CSS=12.5, Synergy_ZIP=-3.78, Synergy_Bliss=2.09, Synergy_Loewe=-2.36, Synergy_HSA=-0.525. (5) Drug 1: C1=CC(=CC=C1CCC2=CNC3=C2C(=O)NC(=N3)N)C(=O)NC(CCC(=O)O)C(=O)O. Drug 2: CCCS(=O)(=O)NC1=C(C(=C(C=C1)F)C(=O)C2=CNC3=C2C=C(C=N3)C4=CC=C(C=C4)Cl)F. Cell line: HT29. Synergy scores: CSS=42.3, Synergy_ZIP=-6.40, Synergy_Bliss=-7.26, Synergy_Loewe=-2.68, Synergy_HSA=-0.396. (6) Drug 1: C1CN(CCN1C(=O)CCBr)C(=O)CCBr. Drug 2: CC1C(C(CC(O1)OC2CC(CC3=C2C(=C4C(=C3O)C(=O)C5=C(C4=O)C(=CC=C5)OC)O)(C(=O)CO)O)N)O.Cl. Cell line: SK-OV-3. Synergy scores: CSS=22.7, Synergy_ZIP=-4.08, Synergy_Bliss=-3.33, Synergy_Loewe=-11.4, Synergy_HSA=-2.02. (7) Drug 1: CCCCC(=O)OCC(=O)C1(CC(C2=C(C1)C(=C3C(=C2O)C(=O)C4=C(C3=O)C=CC=C4OC)O)OC5CC(C(C(O5)C)O)NC(=O)C(F)(F)F)O. Drug 2: CN(C(=O)NC(C=O)C(C(C(CO)O)O)O)N=O. Cell line: HS 578T. Synergy scores: CSS=46.1, Synergy_ZIP=8.94, Synergy_Bliss=9.81, Synergy_Loewe=-21.2, Synergy_HSA=7.98.